From a dataset of Catalyst prediction with 721,799 reactions and 888 catalyst types from USPTO. Predict which catalyst facilitates the given reaction. (1) Product: [Cl:1][C:2]1[CH:10]=[C:9]2[C:5](/[C:6](=[CH:17]/[C:16]3[CH:19]=[CH:20][CH:21]=[C:14]([Cl:13])[CH:15]=3)/[C:7](=[O:11])[NH:8]2)=[CH:4][C:3]=1[F:12]. Reactant: [Cl:1][C:2]1[CH:10]=[C:9]2[C:5]([CH2:6][C:7](=[O:11])[NH:8]2)=[CH:4][C:3]=1[F:12].[Cl:13][C:14]1[CH:15]=[C:16]([CH:19]=[CH:20][CH:21]=1)[CH:17]=O.N1CCCC1. The catalyst class is: 5. (2) Reactant: [C:1]1(=[C:8]([C:16]2[CH:21]=[CH:20][C:19]([OH:22])=[CH:18][CH:17]=2)[C:9]2[CH:14]=[CH:13][C:12]([OH:15])=[CH:11][CH:10]=2)[CH2:7][CH2:6][CH2:5][CH2:4][CH2:3][CH2:2]1.C([O-])([O-])=O.[K+].[K+].Br[C:30]([CH3:37])([CH3:36])[C:31]([O:33][CH2:34][CH3:35])=[O:32]. Product: [C:1]1(=[C:8]([C:9]2[CH:14]=[CH:13][C:12]([OH:15])=[CH:11][CH:10]=2)[C:16]2[CH:21]=[CH:20][C:19]([O:22][C:30]([CH3:37])([CH3:36])[C:31]([O:33][CH2:34][CH3:35])=[O:32])=[CH:18][CH:17]=2)[CH2:2][CH2:3][CH2:4][CH2:5][CH2:6][CH2:7]1. The catalyst class is: 21. (3) The catalyst class is: 3. Product: [CH3:1][O:2][C:3](=[O:15])[C:4]1[C:9]([C:10]([F:13])([F:12])[F:11])=[CH:8][C:7]([NH:29][CH:26]2[CH2:25][CH2:24][N:23]([C:21]([O:20][C:16]([CH3:19])([CH3:18])[CH3:17])=[O:22])[CH2:28][CH2:27]2)=[N:6][CH:5]=1. Reactant: [CH3:1][O:2][C:3](=[O:15])[C:4]1[C:9]([C:10]([F:13])([F:12])[F:11])=[CH:8][C:7](Cl)=[N:6][CH:5]=1.[C:16]([O:20][C:21]([N:23]1[CH2:28][CH2:27][CH:26]([NH2:29])[CH2:25][CH2:24]1)=[O:22])([CH3:19])([CH3:18])[CH3:17].[OH-].[Na+]. (4) Reactant: [CH3:1][C:2]1[O:6][C:5]([C:7]2[CH:12]=[CH:11][CH:10]=[CH:9][CH:8]=2)=[N:4][C:3]=1[CH2:13][O:14][C:15]1[CH:32]=[CH:31][C:18]([CH2:19][O:20][C:21]2[C:26]([CH2:27][C:28]([OH:30])=[O:29])=[CH:25][CH:24]=[CH:23][N:22]=2)=[CH:17][CH:16]=1.O.[OH-].[Li+:35].CO. Product: [CH3:1][C:2]1[O:6][C:5]([C:7]2[CH:8]=[CH:9][CH:10]=[CH:11][CH:12]=2)=[N:4][C:3]=1[CH2:13][O:14][C:15]1[CH:32]=[CH:31][C:18]([CH2:19][O:20][C:21]2[C:26]([CH2:27][C:28]([O-:30])=[O:29])=[CH:25][CH:24]=[CH:23][N:22]=2)=[CH:17][CH:16]=1.[Li+:35]. The catalyst class is: 7. (5) Reactant: [CH3:1][C:2]1[N:3]=[N:4][CH:5]=[CH:6][CH:7]=1.[Al+3].[Cl-].[Cl-].[Cl-].C[Si]([C:16]#[N:17])(C)C.C1(C)C=CC(S(Cl)(=O)=O)=CC=1.C1CCN2C(=NCCC2)CC1. Product: [CH3:1][C:2]1[N:3]=[N:4][C:5]([C:16]#[N:17])=[CH:6][CH:7]=1. The catalyst class is: 410.